Dataset: Blood-brain barrier permeability classification from the B3DB database. Task: Regression/Classification. Given a drug SMILES string, predict its absorption, distribution, metabolism, or excretion properties. Task type varies by dataset: regression for continuous measurements (e.g., permeability, clearance, half-life) or binary classification for categorical outcomes (e.g., BBB penetration, CYP inhibition). Dataset: b3db_classification. (1) The molecule is CNCCC[C@]1(c2ccccc2)OC(C)(C)c2ccccc21. The result is 1 (penetrates BBB). (2) The compound is OCCCOc1cccc(CN2CCCCC2)c1. The result is 1 (penetrates BBB). (3) The drug is COc1cc(C(=O)NCCCN2CCCc3ccccc32)cc(OC)c1OC. The result is 1 (penetrates BBB). (4) The drug is CC1(C)S[C@@H]2[C@H](NC(=O)C34C[C@H]5C[C@@H](CC(N)(C5)C3)C4)C(=O)N2[C@H]1C(=O)O. The result is 0 (does not penetrate BBB). (5) The drug is CC(C)N[C@H]1C2CCC(CC2)[C@]1(O)c1ccc(Cl)c(Cl)c1. The result is 1 (penetrates BBB). (6) The compound is C=CC1=C(C(=O)O)N2C(=O)C(NC(=O)/C(=N/OCC(=O)O)c3csc(N)n3)C2SC1. The result is 0 (does not penetrate BBB). (7) The compound is CC(=O)OCC(=O)OCCC(SC(=O)c1ccco1)=C(C)N(C=O)Cc1cnc(C)nc1N. The result is 1 (penetrates BBB).